Dataset: Catalyst prediction with 721,799 reactions and 888 catalyst types from USPTO. Task: Predict which catalyst facilitates the given reaction. (1) Product: [CH3:2][C:1]1[O:3][C:12]([C:13]([O:15][CH2:16][CH3:17])=[O:14])=[CH:11][N:4]=1. The catalyst class is: 1. Reactant: [C:1]([NH2:4])(=[O:3])[CH3:2].C(=O)([O-])O.[Na+].Br[CH2:11][C:12](=O)[C:13]([O:15][CH2:16][CH3:17])=[O:14].FC(F)(F)C(OC(=O)C(F)(F)F)=O. (2) Reactant: [H-].[Al+3].[Li+].[H-].[H-].[H-].[CH2:7]([N:14]1[CH2:19][C:18](=O)[NH:17][C@H:16]([CH2:21][C:22]2[CH:27]=[CH:26][C:25]([F:28])=[CH:24][CH:23]=2)[C:15]1=O)[C:8]1[CH:13]=[CH:12][CH:11]=[CH:10][CH:9]=1. Product: [CH2:7]([N:14]1[CH2:19][CH2:18][NH:17][C@H:16]([CH2:21][C:22]2[CH:23]=[CH:24][C:25]([F:28])=[CH:26][CH:27]=2)[CH2:15]1)[C:8]1[CH:9]=[CH:10][CH:11]=[CH:12][CH:13]=1. The catalyst class is: 7.